Dataset: Reaction yield outcomes from USPTO patents with 853,638 reactions. Task: Predict the reaction yield, written as a fraction of the theoretical maximum amount of product (1.0 means a 100% yield; for example, 0.34 means a 34% yield). (1) The reactants are C(O)(=O)C.[NH2:5][C:6]1[CH:11]=[C:10]([Cl:12])[CH:9]=[CH:8][C:7]=1[SH:13].[OH:14][C:15]1[CH:16]=[C:17]([CH:20]=[C:21]([OH:23])[CH:22]=1)[CH:18]=O.C([O-])(=O)C.[Na+]. The catalyst is O.C(OCC)(=O)C. The product is [Cl:12][C:10]1[CH:9]=[CH:8][C:7]2[S:13][C:18]([C:17]3[CH:20]=[C:21]([OH:23])[CH:22]=[C:15]([OH:14])[CH:16]=3)=[N:5][C:6]=2[CH:11]=1. The yield is 0.347. (2) The reactants are [CH2:1]([N:8]1C(=O)C2=CC=CC=C2C1=O)CCCCC=C.[OH-:19].[Na+].[N:21]1[C:30]2[C:25](=[CH:26][CH:27]=[CH:28][CH:29]=2)[CH:24]=CC=1. No catalyst specified. The product is [NH2:21][C:30]1[C:25]([CH3:24])=[C:26]([OH:19])[CH:27]=[CH:28][C:29]=1[C:1]#[N:8]. The yield is 0.820. (3) The reactants are [CH3:1][O:2][C:3]1[CH:4]=[C:5]2[C:10](=[CH:11][CH:12]=1)[CH:9]=[C:8]([C@H:13]([CH3:17])[C:14]([OH:16])=[O:15])[CH:7]=[CH:6]2.[N+:18]([O:21][CH:22]1[O:29][CH:28]2[CH:24]([O:25][CH2:26][C@@H:27]2O)[CH2:23]1)([O-:20])=[O:19].Cl.CN(C)CCCN=C=NCC. The catalyst is ClCCl. The product is [CH3:1][O:2][C:3]1[CH:4]=[C:5]2[C:10](=[CH:11][CH:12]=1)[CH:9]=[C:8]([C@H:13]([CH3:17])[C:14]([O:16][C@@H:27]1[CH2:26][O:25][CH:24]3[CH:28]1[O:29][CH:22]([O:21][N+:18]([O-:20])=[O:19])[CH2:23]3)=[O:15])[CH:7]=[CH:6]2. The yield is 0.976. (4) The reactants are [F:1][C:2]([F:15])([F:14])[S:3]([O:6]S(C(F)(F)F)(=O)=O)(=[O:5])=[O:4].[CH3:16][O:17][C:18]([C:20]1[C:29]2[C:24](=[CH:25][CH:26]=[C:27]([O:30][CH3:31])[CH:28]=2)[N:23]=[CH:22][C:21]=1O)=[O:19].C(N(CC)CC)C.C(OCC)(=O)C. The catalyst is ClCCl. The product is [CH3:16][O:17][C:18]([C:20]1[C:29]2[C:24](=[CH:25][CH:26]=[C:27]([O:30][CH3:31])[CH:28]=2)[N:23]=[CH:22][C:21]=1[O:6][S:3]([C:2]([F:15])([F:14])[F:1])(=[O:5])=[O:4])=[O:19]. The yield is 0.760. (5) The yield is 0.560. The reactants are [CH3:1][S:2]([OH:5])(=[O:4])=[O:3].[N:6]1[C:7]([CH2:15][O:16][C:17]2[CH:22]=[CH:21][C:20]([C:23]3[C:24](=[O:38])[C:25]([CH3:37])([CH3:36])[O:26][C:27]=3[C:28]3[CH:33]=[CH:32][C:31]([O:34][CH3:35])=[CH:30][CH:29]=3)=[CH:19][CH:18]=2)=[CH:8][N:9]2[C:14]=1[CH:13]=[CH:12][CH:11]=[N:10]2. The catalyst is C(Cl)Cl.C(OCC)C. The product is [CH3:1][S:2]([OH:5])(=[O:4])=[O:3].[N:6]1[C:7]([CH2:15][O:16][C:17]2[CH:18]=[CH:19][C:20]([C:23]3[C:24](=[O:38])[C:25]([CH3:36])([CH3:37])[O:26][C:27]=3[C:28]3[CH:33]=[CH:32][C:31]([O:34][CH3:35])=[CH:30][CH:29]=3)=[CH:21][CH:22]=2)=[CH:8][N:9]2[C:14]=1[CH:13]=[CH:12][CH:11]=[N:10]2. (6) The reactants are [NH:1]1[CH2:6][CH2:5][CH2:4][C@@H:3]([NH:7][C:8]2[CH:18]=[CH:17][C:11]([C:12]([O:14][CH2:15][CH3:16])=[O:13])=[CH:10][N:9]=2)[CH2:2]1.[C:19](O[C:19]([O:21][C:22]([CH3:25])([CH3:24])[CH3:23])=[O:20])([O:21][C:22]([CH3:25])([CH3:24])[CH3:23])=[O:20]. The catalyst is C(O)C. The product is [C:22]([O:21][C:19]([N:1]1[CH2:6][CH2:5][CH2:4][C@@H:3]([NH:7][C:8]2[CH:18]=[CH:17][C:11]([C:12]([O:14][CH2:15][CH3:16])=[O:13])=[CH:10][N:9]=2)[CH2:2]1)=[O:20])([CH3:25])([CH3:24])[CH3:23]. The yield is 0.990.